From a dataset of Reaction yield outcomes from USPTO patents with 853,638 reactions. Predict the reaction yield, written as a fraction of the theoretical maximum amount of product (1.0 means a 100% yield; for example, 0.34 means a 34% yield). The reactants are [O:1]1[C:5]2[CH:6]=[CH:7][C:8]([C:10]3([C:13]([NH:15][C:16]4[CH:17]=[C:18]5[C:22](=[CH:23][CH:24]=4)[N:21]([CH2:25][CH2:26]Cl)[CH:20]([C:28]([CH3:31])([CH3:30])[CH3:29])[CH2:19]5)=[O:14])[CH2:12][CH2:11]3)=[CH:9][C:4]=2[O:3][CH2:2]1.[C-:32]#[N:33].[Na+]. The catalyst is C(O)C.O. The product is [O:1]1[C:5]2[CH:6]=[CH:7][C:8]([C:10]3([C:13]([NH:15][C:16]4[CH:17]=[C:18]5[C:22](=[CH:23][CH:24]=4)[N:21]([CH2:25][CH2:26][C:32]#[N:33])[CH:20]([C:28]([CH3:31])([CH3:30])[CH3:29])[CH2:19]5)=[O:14])[CH2:12][CH2:11]3)=[CH:9][C:4]=2[O:3][CH2:2]1. The yield is 0.770.